The task is: Predict which catalyst facilitates the given reaction.. This data is from Catalyst prediction with 721,799 reactions and 888 catalyst types from USPTO. (1) Reactant: [I:1][C:2]1[CH:10]=[CH:9][C:5]([C:6](Cl)=[O:7])=[CH:4][CH:3]=1.[Al+3].[Cl-].[Cl-].[Cl-].[CH3:15][O:16][C:17]1[CH:22]=[CH:21][CH:20]=[CH:19][CH:18]=1. Product: [I:1][C:2]1[CH:10]=[CH:9][C:5]([C:6]([C:20]2[CH:21]=[CH:22][C:17]([O:16][CH3:15])=[CH:18][CH:19]=2)=[O:7])=[CH:4][CH:3]=1. The catalyst class is: 641. (2) Reactant: [OH:1][C:2]1[CH:10]=[C:9]2[C:5]([CH2:6][CH2:7][C:8]2=[O:11])=[CH:4][CH:3]=1.[Cl:12][C:13]1[CH:14]=[C:15]([C:20]([F:23])([F:22])[F:21])[CH:16]=[CH:17][C:18]=1F.C(=O)([O-])[O-].[Cs+].[Cs+]. Product: [Cl:12][C:13]1[CH:14]=[C:15]([C:20]([F:21])([F:22])[F:23])[CH:16]=[CH:17][C:18]=1[O:1][C:2]1[CH:10]=[C:9]2[C:5]([CH2:6][CH2:7][C:8]2=[O:11])=[CH:4][CH:3]=1. The catalyst class is: 39. (3) Reactant: [Br:1][C:2]1[CH:7]=[C:6]([CH2:8][C:9]2[CH:14]=[CH:13][C:12]([CH2:15][CH3:16])=[CH:11][CH:10]=2)[C:5]([Cl:17])=[CH:4][C:3]=1[OH:18].CC(C)([O-])C.[K+].FC(F)(F)S(O[CH2:31][CH2:32][O:33][C:34]([F:37])([F:36])[F:35])(=O)=O.[NH4+].[Cl-]. The catalyst class is: 23. Product: [Br:1][C:2]1[CH:7]=[C:6]([CH2:8][C:9]2[CH:14]=[CH:13][C:12]([CH2:15][CH3:16])=[CH:11][CH:10]=2)[C:5]([Cl:17])=[CH:4][C:3]=1[O:18][CH2:31][CH2:32][O:33][C:34]([F:37])([F:36])[F:35]. (4) Reactant: C[O:2][C:3]([C:5]1[S:15][C:8]2=[C:9](Cl)[N:10]=[CH:11][C:12](Br)=[C:7]2[CH:6]=1)=[O:4].[C:16]1([C:25]2[CH:30]=[CH:29][CH:28]=[CH:27][CH:26]=2)[CH:21]=[CH:20][CH:19]=[C:18](B(O)O)[CH:17]=1.C(=O)([O-])[O-].[Na+].[Na+]. Product: [C:16]1([C:25]2[CH:30]=[CH:29][CH:28]=[CH:27][CH:26]=2)[CH:21]=[CH:20][CH:19]=[C:18]([C:12]2[CH:11]=[N:10][C:9]([C:27]3[CH:26]=[C:25]([C:16]4[CH:21]=[CH:20][CH:19]=[CH:18][CH:17]=4)[CH:30]=[CH:29][CH:28]=3)=[C:8]3[S:15][C:5]([C:3]([OH:2])=[O:4])=[CH:6][C:7]=23)[CH:17]=1. The catalyst class is: 38. (5) The catalyst class is: 53. Product: [Br:1][CH2:9][C:10]1[S:11][C:12]([C:15]([O:17][CH2:18][CH3:19])=[O:16])=[CH:13][N:14]=1. Reactant: [Br:1]N1C(=O)CCC1=O.[CH3:9][C:10]1[S:11][C:12]([C:15]([O:17][CH2:18][CH3:19])=[O:16])=[CH:13][N:14]=1. (6) Reactant: [C:1]([Mg]Br)#[CH:2].[CH3:5][N:6]1[CH2:11][CH2:10][CH2:9][C:8](=[O:12])[C:7]1=[O:13]. Product: [C:1]([C:8]1([OH:12])[CH2:9][CH2:10][CH2:11][N:6]([CH3:5])[C:7]1=[O:13])#[CH:2]. The catalyst class is: 7. (7) Reactant: [Cl:1][C:2]1[CH:7]=[CH:6][C:5]([S:8][C:9]2[S:10][CH:11]=[C:12]([CH2:14][OH:15])[N:13]=2)=[CH:4][CH:3]=1.O.CCOC(C)=O. Product: [Cl:1][C:2]1[CH:3]=[CH:4][C:5]([S:8][C:9]2[S:10][CH:11]=[C:12]([CH:14]=[O:15])[N:13]=2)=[CH:6][CH:7]=1. The catalyst class is: 16. (8) Reactant: C([O:3][C:4](=[O:16])[C:5]1[CH:10]=[CH:9][C:8]([O:11][CH3:12])=[CH:7][C:6]=1[O:13][CH2:14][CH3:15])C.[OH-].[K+].Cl. Product: [CH2:14]([O:13][C:6]1[CH:7]=[C:8]([O:11][CH3:12])[CH:9]=[CH:10][C:5]=1[C:4]([OH:16])=[O:3])[CH3:15]. The catalyst class is: 8.